From a dataset of Reaction yield outcomes from USPTO patents with 853,638 reactions. Predict the reaction yield, written as a fraction of the theoretical maximum amount of product (1.0 means a 100% yield; for example, 0.34 means a 34% yield). (1) The reactants are O[C:2]1([C:15]2[CH:16]=[N:17][CH:18]=[CH:19][CH:20]=2)[CH2:8][CH:7]2[CH2:9][CH:3]1[CH2:4][N:5](C(OCC)=O)[CH2:6]2.S(Cl)(Cl)=O.[OH-].[K+]. The catalyst is C(O)C. The product is [N:17]1[CH:18]=[CH:19][CH:20]=[C:15]([C:2]2[CH:3]3[CH2:9][CH:7]([CH:8]=2)[CH2:6][NH:5][CH2:4]3)[CH:16]=1. The yield is 0.470. (2) The reactants are [F:1][C:2]1[CH:3]=[C:4]([NH:8][CH:9]([C:13]2[CH:18]=[CH:17][CH:16]=[CH:15][CH:14]=2)[C:10]([OH:12])=O)[CH:5]=[CH:6][CH:7]=1.[CH:19]1C=CC2N(O)N=NC=2C=1.CCN=C=NCCCN(C)C.[F:40][C:41]1([F:48])[CH2:46][CH2:45][CH:44]([NH2:47])[CH2:43][CH2:42]1. The catalyst is C(Cl)Cl.O.CCN(CC)CC. The product is [F:40][C:41]1([F:48])[CH2:46][CH2:45][CH:44]([NH:47][C:10](=[O:12])[CH:9]([NH:8][C:4]2[CH:5]=[CH:6][CH:7]=[C:2]([F:1])[CH:3]=2)[C:13]2[CH:18]=[CH:17][CH:16]=[CH:15][C:14]=2[CH3:19])[CH2:43][CH2:42]1. The yield is 0.680.